From a dataset of Catalyst prediction with 721,799 reactions and 888 catalyst types from USPTO. Predict which catalyst facilitates the given reaction. (1) Reactant: [Br:1]N1C(=O)CCC1=O.C(OOC(=O)C1C=CC=CC=1)(=O)C1C=CC=CC=1.[CH3:27][C:28]1[CH:33]=[CH:32][C:31]([C:34]([CH3:36])=[O:35])=[CH:30][C:29]=1[Br:37]. Product: [C:34]([C:31]1[CH:32]=[CH:33][C:28]([CH2:27][Br:1])=[C:29]([Br:37])[CH:30]=1)(=[O:35])[CH3:36]. The catalyst class is: 717. (2) Reactant: [N:1]1[CH:6]=[CH:5][CH:4]=[C:3]([NH2:7])[CH:2]=1.C([Mg]Cl)(C)C.[CH:13]([C:16]1[NH:20][N:19]=[C:18]([NH:21][C:22]2[C:23]3[CH2:39][CH2:38][CH2:37][C:24]=3[N:25]=[C:26]([N:28]3[CH2:32][CH2:31][CH2:30][C@H:29]3[C:33](OC)=[O:34])[N:27]=2)[CH:17]=1)([CH3:15])[CH3:14]. Product: [CH:13]([C:16]1[NH:20][N:19]=[C:18]([NH:21][C:22]2[C:23]3[CH2:39][CH2:38][CH2:37][C:24]=3[N:25]=[C:26]([N:28]3[CH2:32][CH2:31][CH2:30][C@H:29]3[C:33]([NH:7][C:3]3[CH:2]=[N:1][CH:6]=[CH:5][CH:4]=3)=[O:34])[N:27]=2)[CH:17]=1)([CH3:15])[CH3:14]. The catalyst class is: 1. (3) Reactant: [CH3:1][N:2]1[C:10]2[C:5](=[CH:6][CH:7]=[C:8]([NH:11][C:12]3[C:13]4[CH:30]=[CH:29][N:28](S(C5C=CC(C)=CC=5)(=O)=O)[C:14]=4[N:15]=[C:16]([NH:18][C:19]4[CH:27]=[CH:26][C:22]([C:23]([NH2:25])=[O:24])=[CH:21][CH:20]=4)[N:17]=3)[CH:9]=2)[CH:4]=[N:3]1.[OH-].[K+].CC(O)=O. Product: [CH3:1][N:2]1[C:10]2[C:5](=[CH:6][CH:7]=[C:8]([NH:11][C:12]3[C:13]4[CH:30]=[CH:29][NH:28][C:14]=4[N:15]=[C:16]([NH:18][C:19]4[CH:27]=[CH:26][C:22]([C:23]([NH2:25])=[O:24])=[CH:21][CH:20]=4)[N:17]=3)[CH:9]=2)[CH:4]=[N:3]1. The catalyst class is: 12.